Dataset: Full USPTO retrosynthesis dataset with 1.9M reactions from patents (1976-2016). Task: Predict the reactants needed to synthesize the given product. (1) Given the product [CH2:3]([O:10][C:11]1[CH:12]=[C:13]([N:22]([C:23]([O:25][C:26]([CH3:29])([CH3:28])[CH3:27])=[O:24])[CH2:33][CH:32]=[CH:31][Cl:30])[C:14]([I:21])=[C:15]2[C:20]=1[N:19]=[CH:18][CH:17]=[CH:16]2)[C:4]1[CH:5]=[CH:6][CH:7]=[CH:8][CH:9]=1, predict the reactants needed to synthesize it. The reactants are: [H-].[Na+].[CH2:3]([O:10][C:11]1[CH:12]=[C:13]([NH:22][C:23]([O:25][C:26]([CH3:29])([CH3:28])[CH3:27])=[O:24])[C:14]([I:21])=[C:15]2[C:20]=1[N:19]=[CH:18][CH:17]=[CH:16]2)[C:4]1[CH:9]=[CH:8][CH:7]=[CH:6][CH:5]=1.[Cl:30][CH:31]=[CH:32][CH2:33]Cl. (2) Given the product [ClH:21].[CH2:2]1[C:3]2([CH2:8][CH2:7][CH:6]([CH2:9][NH2:10])[CH2:5][CH2:4]2)[CH2:1]1, predict the reactants needed to synthesize it. The reactants are: [CH2:1]1[C:3]2([CH2:8][CH2:7][CH:6]([CH2:9][NH:10]C(=O)OCC3C=CC=CC=3)[CH2:5][CH2:4]2)[CH2:2]1.[ClH:21]. (3) Given the product [F:15][C:12]1[C:11]([C:16]2[CH:21]=[CH:20][CH:19]=[C:18]([CH3:22])[CH:17]=2)=[CH:10][C:9]([C@@H:8]([C@@H:23]2[CH2:28][CH2:27][CH2:26][NH:25][CH2:24]2)[CH2:7][CH2:6][CH2:5][NH:4][C:1](=[O:3])[CH3:2])=[CH:14][CH:13]=1, predict the reactants needed to synthesize it. The reactants are: [C:1]([NH:4][CH2:5][CH2:6][CH2:7][C@H:8]([C@@H:23]1[CH2:28][CH2:27][CH2:26][N:25](C(OC(C)(C)C)=O)[CH2:24]1)[C:9]1[CH:10]=[C:11]([C:16]2[CH:21]=[CH:20][CH:19]=[C:18]([CH3:22])[CH:17]=2)[C:12]([F:15])=[CH:13][CH:14]=1)(=[O:3])[CH3:2].C([O-])(O)=O.[Na+]. (4) The reactants are: [OH:1][C:2]1[CH:3]=[C:4]([CH:9]=[CH:10][C:11]=1[N+:12]([O-:14])=[O:13])[C:5]([O:7][CH3:8])=[O:6].Br[CH2:16][CH3:17].C(=O)([O-])[O-].[K+].[K+]. Given the product [CH3:8][O:7][C:5](=[O:6])[C:4]1[CH:9]=[CH:10][C:11]([N+:12]([O-:14])=[O:13])=[C:2]([O:1][CH2:16][CH3:17])[CH:3]=1, predict the reactants needed to synthesize it. (5) Given the product [F:32][C:33]1[CH:38]=[CH:37][CH:36]=[CH:35][C:34]=1[C:2]1[CH:3]=[C:4]([CH2:7][O:8][C:9]2[CH:14]=[CH:13][C:12]3[C:15]4([CH2:30][O:31][C:11]=3[CH:10]=2)[CH2:20][CH2:19][N:18]([CH2:21][CH2:22][C:23]([O:25][C:26]([CH3:29])([CH3:28])[CH3:27])=[O:24])[CH2:17][CH2:16]4)[S:5][CH:6]=1, predict the reactants needed to synthesize it. The reactants are: Br[C:2]1[CH:3]=[C:4]([CH2:7][O:8][C:9]2[CH:14]=[CH:13][C:12]3[C:15]4([CH2:30][O:31][C:11]=3[CH:10]=2)[CH2:20][CH2:19][N:18]([CH2:21][CH2:22][C:23]([O:25][C:26]([CH3:29])([CH3:28])[CH3:27])=[O:24])[CH2:17][CH2:16]4)[S:5][CH:6]=1.[F:32][C:33]1[CH:38]=[CH:37][CH:36]=[CH:35][C:34]=1B(O)O.O.[O-]P([O-])([O-])=O.[K+].[K+].[K+]. (6) Given the product [F:25][C:24]([F:27])([F:26])[C:20]1[N:19]=[C:18]([S:1][CH:2]([CH:4]2[CH2:5][CH2:6][N:7]([C:10]([O:12][C:13]([CH3:15])([CH3:14])[CH3:16])=[O:11])[CH2:8][CH2:9]2)[CH3:3])[CH:23]=[CH:22][CH:21]=1, predict the reactants needed to synthesize it. The reactants are: [SH:1][CH:2]([CH:4]1[CH2:9][CH2:8][N:7]([C:10]([O:12][C:13]([CH3:16])([CH3:15])[CH3:14])=[O:11])[CH2:6][CH2:5]1)[CH3:3].Br[C:18]1[CH:23]=[CH:22][CH:21]=[C:20]([C:24]([F:27])([F:26])[F:25])[N:19]=1.C([O-])([O-])=O.[Cs+].[Cs+]. (7) Given the product [CH3:1][C:2]1[CH:3]=[N:4][N:5]([CH2:7][C:8]2[CH:13]=[CH:12][C:11]([CH:14]=[O:15])=[CH:10][CH:9]=2)[CH:6]=1, predict the reactants needed to synthesize it. The reactants are: [CH3:1][C:2]1[CH:3]=[N:4][N:5]([CH2:7][C:8]2[CH:13]=[CH:12][C:11]([CH2:14][OH:15])=[CH:10][CH:9]=2)[CH:6]=1. (8) Given the product [Cl:1][C:2]1[CH:3]=[CH:4][C:5]2[N:11]3[C:12]([CH2:15][OH:16])=[CH:13][CH:14]=[C:10]3[C@@H:9]([CH2:17][CH2:18][C:19]([N:21]3[CH2:26][CH2:25][CH:24]([CH2:27][C:28]([OH:30])=[O:29])[CH2:23][CH2:22]3)=[O:20])[O:8][C@H:7]([C:33]3[CH:38]=[CH:37][CH:36]=[C:35]([O:39][CH3:40])[C:34]=3[O:41][CH3:42])[C:6]=2[CH:43]=1, predict the reactants needed to synthesize it. The reactants are: [Cl:1][C:2]1[CH:3]=[CH:4][C:5]2[N:11]3[C:12]([CH2:15][OH:16])=[CH:13][CH:14]=[C:10]3[C@@H:9]([CH2:17][CH2:18][C:19]([N:21]3[CH2:26][CH2:25][CH:24]([CH2:27][C:28]([O:30]CC)=[O:29])[CH2:23][CH2:22]3)=[O:20])[O:8][C@H:7]([C:33]3[CH:38]=[CH:37][CH:36]=[C:35]([O:39][CH3:40])[C:34]=3[O:41][CH3:42])[C:6]=2[CH:43]=1. (9) Given the product [O:17]=[C:15]1[CH2:14][N:6]([C:4]([O:3][CH2:1][CH3:2])=[O:5])[CH2:7][CH:8]1[C:9]([O:11][CH2:12][CH3:13])=[O:10], predict the reactants needed to synthesize it. The reactants are: [CH2:1]([O:3][C:4]([N:6]([CH2:14][C:15]([O:17]CC)=O)[CH2:7][CH2:8][C:9]([O:11][CH2:12][CH3:13])=[O:10])=[O:5])[CH3:2].CC[O-].[Na+].